Dataset: Catalyst prediction with 721,799 reactions and 888 catalyst types from USPTO. Task: Predict which catalyst facilitates the given reaction. (1) Reactant: [CH3:1][S:2](Cl)(=[O:4])=[O:3].N1C=CC=CC=1.[Cl:12][C:13]1[CH:18]=[CH:17][C:16]([C:19]2[C:24]3[CH:25]=[CH:26][C:27]([NH2:29])=[CH:28][C:23]=3[O:22][C:21]([CH3:31])([CH3:30])[N:20]=2)=[CH:15][CH:14]=1. Product: [Cl:12][C:13]1[CH:14]=[CH:15][C:16]([C:19]2[C:24]3[CH:25]=[CH:26][C:27]([NH:29][S:2]([CH3:1])(=[O:4])=[O:3])=[CH:28][C:23]=3[O:22][C:21]([CH3:31])([CH3:30])[N:20]=2)=[CH:17][CH:18]=1. The catalyst class is: 22. (2) Product: [Cl:3][C:4]1[N:9]=[CH:8][C:7]2[C:10]([C:32]3([CH3:34])[CH2:33][C:36]3([F:38])[F:35])=[N:11][N:12]([C:13]([C:14]3[CH:15]=[CH:16][CH:17]=[CH:18][CH:19]=3)([C:20]3[CH:21]=[CH:22][CH:23]=[CH:24][CH:25]=3)[C:26]3[CH:31]=[CH:30][CH:29]=[CH:28][CH:27]=3)[C:6]=2[CH:5]=1. Reactant: [Na+].[I-].[Cl:3][C:4]1[N:9]=[CH:8][C:7]2[C:10]([C:32]([CH3:34])=[CH2:33])=[N:11][N:12]([C:13]([C:26]3[CH:31]=[CH:30][CH:29]=[CH:28][CH:27]=3)([C:20]3[CH:25]=[CH:24][CH:23]=[CH:22][CH:21]=3)[C:14]3[CH:19]=[CH:18][CH:17]=[CH:16][CH:15]=3)[C:6]=2[CH:5]=1.[F:35][C:36]([Si](C)(C)C)([F:38])F. The catalyst class is: 1. (3) Reactant: [CH3:1][O:2][C:3]1[C:8]2[N:9]=[C:10]([NH2:12])[O:11][C:7]=2[CH:6]=[CH:5][CH:4]=1.N1C=CC=CC=1.Cl[C:20]([O:22][CH3:23])=[O:21]. Product: [CH3:23][O:22][C:20](=[O:21])[NH:12][C:10]1[O:11][C:7]2[CH:6]=[CH:5][CH:4]=[C:3]([O:2][CH3:1])[C:8]=2[N:9]=1. The catalyst class is: 4.